This data is from hERG potassium channel inhibition data for cardiac toxicity prediction from Karim et al.. The task is: Regression/Classification. Given a drug SMILES string, predict its toxicity properties. Task type varies by dataset: regression for continuous values (e.g., LD50, hERG inhibition percentage) or binary classification for toxic/non-toxic outcomes (e.g., AMES mutagenicity, cardiotoxicity, hepatotoxicity). Dataset: herg_karim. (1) The compound is O=C(NCCc1ccccc1-c1cnc(OC(F)F)cn1)c1ccc(OCCC(F)(F)F)nc1. The result is 1 (blocker). (2) The molecule is CN(C)C(=O)CN1CCCC(c2nc3ccccc3n2CCOc2ccccc2)C1. The result is 1 (blocker). (3) The drug is Cc1ncc(CNC2CCN(CCn3c(=O)ccc4c3ccc(=O)n4C)CC2)cc1C#N. The result is 0 (non-blocker). (4) The drug is O=C(C1CC1c1ccc(C(F)(F)F)cc1)N1CCN(S(=O)(=O)c2cc(C(O)C(F)(F)F)cc(C(F)(F)F)c2)CC1. The result is 1 (blocker). (5) The result is 0 (non-blocker). The compound is CCOc1cc2ncc(C(N)=O)c(Nc3cc(F)ccc3F)c2cc1N1CCN(C)CC1. (6) The result is 0 (non-blocker). The drug is C(#Cc1ccc2ccccc2n1)c1ccccn1.